This data is from Forward reaction prediction with 1.9M reactions from USPTO patents (1976-2016). The task is: Predict the product of the given reaction. (1) Given the reactants [NH2:1][C:2]1[CH:28]=[CH:27][C:5]([O:6][C:7]2[CH:12]=[CH:11][N:10]=[C:9]([NH:13][C:14]([N:16]3[CH2:21][CH2:20][N:19]([CH2:22][CH2:23][N:24]([CH3:26])[CH3:25])[CH2:18][CH2:17]3)=[O:15])[CH:8]=2)=[C:4]([F:29])[CH:3]=1.[F:30][C:31]1[CH:36]=[CH:35][C:34]([CH2:37][C:38]([N:40]=[C:41]=[O:42])=[O:39])=[CH:33][CH:32]=1, predict the reaction product. The product is: [CH3:25][N:24]([CH3:26])[CH2:23][CH2:22][N:19]1[CH2:20][CH2:21][N:16]([C:14]([NH:13][C:9]2[CH:8]=[C:7]([O:6][C:5]3[CH:27]=[CH:28][C:2]([NH:1][C:41]([NH:40][C:38](=[O:39])[CH2:37][C:34]4[CH:35]=[CH:36][C:31]([F:30])=[CH:32][CH:33]=4)=[O:42])=[CH:3][C:4]=3[F:29])[CH:12]=[CH:11][N:10]=2)=[O:15])[CH2:17][CH2:18]1. (2) Given the reactants [NH:1]1[C:5]([CH2:6][C:7]([O:9][CH2:10][CH3:11])=[O:8])=[N:4][N:3]=[N:2]1.C(N(CC)CC)C.[C:19](Cl)([C:32]1[CH:37]=[CH:36][CH:35]=[CH:34][CH:33]=1)([C:26]1[CH:31]=[CH:30][CH:29]=[CH:28][CH:27]=1)[C:20]1[CH:25]=[CH:24][CH:23]=[CH:22][CH:21]=1.O, predict the reaction product. The product is: [C:19]([N:4]1[C:5]([CH2:6][C:7]([O:9][CH2:10][CH3:11])=[O:8])=[N:1][N:2]=[N:3]1)([C:20]1[CH:25]=[CH:24][CH:23]=[CH:22][CH:21]=1)([C:32]1[CH:33]=[CH:34][CH:35]=[CH:36][CH:37]=1)[C:26]1[CH:27]=[CH:28][CH:29]=[CH:30][CH:31]=1. (3) Given the reactants C(Cl)(=O)C(Cl)=O.[Br:7][C:8]1[CH:18]=[CH:17][C:11]([O:12][CH2:13][C:14]([OH:16])=O)=[CH:10][CH:9]=1.[NH:19]1[CH2:23][CH2:22][CH2:21][CH2:20]1, predict the reaction product. The product is: [Br:7][C:8]1[CH:9]=[CH:10][C:11]([O:12][CH2:13][C:14]([N:19]2[CH2:23][CH2:22][CH2:21][CH2:20]2)=[O:16])=[CH:17][CH:18]=1. (4) Given the reactants [CH3:1][C:2]1[CH:3]=[CH:4][C:5](B2OC(C)(C)C(C)(C)O2)=[C:6]([NH:8]C(=O)OC(C)(C)C)[CH:7]=1.Br[C:26]1[C:27]([C:32]#[N:33])=[N:28][CH:29]=[CH:30][CH:31]=1.C(=O)([O-])[O-].[K+].[K+], predict the reaction product. The product is: [CH3:1][C:2]1[CH:3]=[CH:4][C:5]2=[C:26]3[C:27](=[C:32]([NH2:33])[N:8]=[C:6]2[CH:7]=1)[N:28]=[CH:29][CH:30]=[CH:31]3.